This data is from Reaction yield outcomes from USPTO patents with 853,638 reactions. The task is: Predict the reaction yield, written as a fraction of the theoretical maximum amount of product (1.0 means a 100% yield; for example, 0.34 means a 34% yield). (1) The reactants are [CH2:1]([C:5]1[N:6]=[C:7]([CH3:27])[NH:8][C:9](=[O:26])[C:10]=1[CH2:11][C:12]1[CH:17]=[CH:16][C:15]([C:18]2[C:19]([C:24]#[N:25])=[CH:20][CH:21]=[CH:22][CH:23]=2)=[CH:14][CH:13]=1)[CH2:2][CH2:3][CH3:4].N(C(N1CCCCC1)=O)=NC(N1CCCCC1)=O.C(P(CCCC)CCCC)CCC.[CH3:59][C:60]1([CH3:71])[CH2:64][C:63]2[CH:65]=[CH:66][CH:67]=[C:68]([CH2:69]O)[C:62]=2[O:61]1. The catalyst is C(OCC)(=O)C.O1CCCC1. The product is [CH2:1]([C:5]1[N:6]=[C:7]([CH3:27])[N:8]([CH2:69][C:68]2[C:62]3[O:61][C:60]([CH3:71])([CH3:59])[CH2:64][C:63]=3[CH:65]=[CH:66][CH:67]=2)[C:9](=[O:26])[C:10]=1[CH2:11][C:12]1[CH:17]=[CH:16][C:15]([C:18]2[C:19]([C:24]#[N:25])=[CH:20][CH:21]=[CH:22][CH:23]=2)=[CH:14][CH:13]=1)[CH2:2][CH2:3][CH3:4]. The yield is 0.460. (2) The reactants are [CH3:1][C:2]1[C:3]([NH:8][C:9](=O)OC(C)(C)C)=[N:4][CH:5]=[CH:6][CH:7]=1.[CH2:16]([Li])[CH2:17][CH2:18]C.CN(OC)C(=O)C(C)C.Cl. The catalyst is O1CCCC1. The product is [CH3:16][CH:17]([C:9]1[NH:8][C:3]2=[N:4][CH:5]=[CH:6][CH:7]=[C:2]2[CH:1]=1)[CH3:18]. The yield is 0.950. (3) The reactants are O[CH2:2][C:3]1[CH:12]=[N:11][C:10]2[N:9]3[CH2:13][CH2:14][CH2:15][CH2:16][C@H:8]3[C:7](=[O:17])[NH:6][C:5]=2[CH:4]=1.Cl.[CH3:19][O:20][C:21]1[CH:22]=[C:23]([CH:26]=[CH:27][C:28]=1[N:29]1[CH2:34][CH2:33][NH:32][CH2:31][CH2:30]1)[C:24]#[N:25].[I-].C(C[P+](C)(C)C)#N.C(N(CC)C(C)C)(C)C. The catalyst is C(#N)CC.CC#N. The product is [CH3:19][O:20][C:21]1[CH:22]=[C:23]([CH:26]=[CH:27][C:28]=1[N:29]1[CH2:30][CH2:31][N:32]([CH2:2][C:3]2[CH:12]=[N:11][C:10]3[N:9]4[CH2:13][CH2:14][CH2:15][CH2:16][C@H:8]4[C:7](=[O:17])[NH:6][C:5]=3[CH:4]=2)[CH2:33][CH2:34]1)[C:24]#[N:25]. The yield is 0.449. (4) The reactants are [CH:1]1([C:7]2[C:15]3[C:10](=[CH:11][C:12]([C:16]([O:18][CH3:19])=[O:17])=[CH:13][CH:14]=3)[NH:9][C:8]=2[CH:20]=[CH2:21])[CH2:6][CH2:5][CH2:4][CH2:3][CH2:2]1.[H-].[Na+].[CH3:24][N:25]([CH3:30])[C:26](=[O:29])[CH2:27]Cl. The catalyst is CN(C=O)C. The product is [CH:1]1([C:7]2[C:15]3[C:10](=[CH:11][C:12]([C:16]([O:18][CH3:19])=[O:17])=[CH:13][CH:14]=3)[N:9]([CH2:27][C:26]([N:25]([CH3:30])[CH3:24])=[O:29])[C:8]=2[CH:20]=[CH2:21])[CH2:2][CH2:3][CH2:4][CH2:5][CH2:6]1. The yield is 0.680. (5) The reactants are [Cl:1][C:2]1[CH:10]=[CH:9][C:8]([NH:11][C:12]([CH:14]2[CH2:16][CH2:15]2)=[O:13])=[C:7]2[C:3]=1[CH2:4][N:5]([C@@H:18]([C:23]1[CH:28]=[CH:27][C:26]([O:29][CH3:30])=[C:25]([O:31][CH2:32][CH3:33])[CH:24]=1)[CH2:19][C:20]([OH:22])=O)[C:6]2=[O:17].[C:34](N1C=CN=C1)([N:36]1C=CN=[CH:37]1)=O.CNC.O. The catalyst is O1CCCC1. The product is [Cl:1][C:2]1[CH:10]=[CH:9][C:8]([NH:11][C:12]([CH:14]2[CH2:16][CH2:15]2)=[O:13])=[C:7]2[C:3]=1[CH2:4][N:5]([C@@H:18]([C:23]1[CH:28]=[CH:27][C:26]([O:29][CH3:30])=[C:25]([O:31][CH2:32][CH3:33])[CH:24]=1)[CH2:19][C:20](=[O:22])[N:36]([CH3:37])[CH3:34])[C:6]2=[O:17]. The yield is 0.770. (6) The reactants are [N+:1]([C:4]1[CH:9]=[CH:8][C:7]([CH2:10][CH:11]([NH:13][CH2:14][C:15]2[CH:20]=[CH:19][CH:18]=[CH:17][CH:16]=2)[CH3:12])=[CH:6][CH:5]=1)([O-:3])=[O:2].C(O)(=O)[C@@H](C1C=CC=CC=1)O. No catalyst specified. The product is [N+:1]([C:4]1[CH:5]=[CH:6][C:7]([CH2:10][C@@H:11]([NH:13][CH2:14][C:15]2[CH:16]=[CH:17][CH:18]=[CH:19][CH:20]=2)[CH3:12])=[CH:8][CH:9]=1)([O-:3])=[O:2]. The yield is 0.650.